This data is from NCI-60 drug combinations with 297,098 pairs across 59 cell lines. The task is: Regression. Given two drug SMILES strings and cell line genomic features, predict the synergy score measuring deviation from expected non-interaction effect. Drug 1: C1=NC2=C(N=C(N=C2N1C3C(C(C(O3)CO)O)F)Cl)N. Drug 2: COC1=C2C(=CC3=C1OC=C3)C=CC(=O)O2. Synergy scores: CSS=6.83, Synergy_ZIP=1.08, Synergy_Bliss=0.923, Synergy_Loewe=-27.3, Synergy_HSA=-0.710. Cell line: COLO 205.